This data is from Full USPTO retrosynthesis dataset with 1.9M reactions from patents (1976-2016). The task is: Predict the reactants needed to synthesize the given product. (1) Given the product [SH:1][C:2]1[N:3]([CH2:7][C:8]([OH:10])=[O:9])[CH:4]=[CH:5][N:6]=1, predict the reactants needed to synthesize it. The reactants are: [SH:1][C:2]1[N:3]([CH2:7][C:8]([O:10]CC)=[O:9])[CH:4]=[CH:5][N:6]=1.CO.[Li+].[OH-].Cl. (2) Given the product [OH:5][C@H:4]([C:6]1[C:14]2[S:13][C:12](=[O:15])[NH:11][C:10]=2[C:9]([OH:16])=[CH:8][CH:7]=1)[CH2:3][NH:2][CH2:18][CH2:19][S:20][CH2:21][CH2:22][CH2:23][N:24]([CH2:32][CH2:33][C:34]1[CH:39]=[CH:38][CH:37]=[C:36]([C:40]([F:42])([F:41])[F:43])[CH:35]=1)[C:25](=[O:31])[O:26][C:27]([CH3:30])([CH3:29])[CH3:28], predict the reactants needed to synthesize it. The reactants are: Cl.[NH2:2][CH2:3][C@@H:4]([C:6]1[C:14]2[S:13][C:12](=[O:15])[NH:11][C:10]=2[C:9]([OH:16])=[CH:8][CH:7]=1)[OH:5].O=[CH:18][CH2:19][S:20][CH2:21][CH2:22][CH2:23][N:24]([CH2:32][CH2:33][C:34]1[CH:39]=[CH:38][CH:37]=[C:36]([C:40]([F:43])([F:42])[F:41])[CH:35]=1)[C:25](=[O:31])[O:26][C:27]([CH3:30])([CH3:29])[CH3:28]. (3) Given the product [CH:1]1([CH2:7][CH2:8][N:9]2[C:17]([CH2:18][Br:22])=[N:16][C:15]3[C:10]2=[N:11][CH:12]=[N:13][C:14]=3[NH2:20])[CH2:6][CH2:5][CH2:4][CH2:3][CH2:2]1, predict the reactants needed to synthesize it. The reactants are: [CH:1]1([CH2:7][CH2:8][N:9]2[C:17]([CH2:18]O)=[N:16][C:15]3[C:10]2=[N:11][CH:12]=[N:13][C:14]=3[NH2:20])[CH2:6][CH2:5][CH2:4][CH2:3][CH2:2]1.P(Br)(Br)[Br:22]. (4) Given the product [CH3:16][S:17]([O:13][CH:9]([C:4]1[CH:5]=[N:6][CH:7]=[CH:8][C:3]=1[C:2]([F:14])([F:1])[F:15])[CH:10]([CH3:11])[CH3:12])(=[O:19])=[O:18], predict the reactants needed to synthesize it. The reactants are: [F:1][C:2]([F:15])([F:14])[C:3]1[CH:8]=[CH:7][N:6]=[CH:5][C:4]=1[CH:9]([OH:13])[CH:10]([CH3:12])[CH3:11].[CH3:16][S:17](Cl)(=[O:19])=[O:18]. (5) Given the product [CH:22]1([CH2:25][O:26][C:27]2[CH:28]=[C:29]([CH:34]=[C:35]([N:37]3[CH2:41][CH2:40][CH2:39][C:38]3=[O:42])[CH:36]=2)[C:30]([OH:32])=[O:31])[CH2:23][CH2:24]1, predict the reactants needed to synthesize it. The reactants are: O=C1CCCN1C1C=C(C=C(N2CCCC2=O)C=1)C(O)=O.[CH:22]1([CH2:25][O:26][C:27]2[CH:28]=[C:29]([CH:34]=[C:35]([N:37]3[CH2:41][CH2:40][CH2:39][C:38]3=[O:42])[CH:36]=2)[C:30]([O:32]C)=[O:31])[CH2:24][CH2:23]1. (6) Given the product [Cl:1][C:2]1[CH:6]=[C:5]([Cl:7])[N:4]([CH3:14])[C:3]=1[C:8]([O:10][CH3:11])=[O:9], predict the reactants needed to synthesize it. The reactants are: [Cl:1][C:2]1[CH:6]=[C:5]([Cl:7])[NH:4][C:3]=1[C:8]([O:10][CH3:11])=[O:9].[H-].[Na+].[CH3:14]I. (7) Given the product [CH3:1][C:2]1([CH3:13])[O:7][C:6](=[O:8])[C:5]([C:15]2[CH:16]=[N:17][CH:18]=[N:19][CH:20]=2)=[C:4]([CH3:12])[O:3]1, predict the reactants needed to synthesize it. The reactants are: [CH3:1][C:2]1([CH3:13])[O:7][C:6](=[O:8])[C:5](B(O)O)=[C:4]([CH3:12])[O:3]1.Br[C:15]1[CH:16]=[N:17][CH:18]=[N:19][CH:20]=1.C(=O)([O-])[O-].[Na+].[Na+].O1CCCC1.